Dataset: Forward reaction prediction with 1.9M reactions from USPTO patents (1976-2016). Task: Predict the product of the given reaction. (1) The product is: [C:16]([O:20][CH2:21][CH2:22][CH2:23][CH2:24][CH2:25][CH:26]([CH3:28])[CH3:27])(=[O:19])[CH:17]=[CH2:18].[CH3:42][C:40](=[CH:39][C:38](=[O:43])[CH3:1])[O-:41]. Given the reactants [CH:1](N1CCCC1=O)=C.C1(=O)OC(=O)C=C1.[C:16]([O:20][CH2:21][CH2:22][CH2:23][CH2:24][CH2:25][CH:26]([CH3:28])[CH3:27])(=[O:19])[CH:17]=[CH2:18].C(OCCO[C:38](=[O:43])[CH2:39][C:40]([CH3:42])=[O:41])(=O)C(C)=C, predict the reaction product. (2) Given the reactants C([O:4][C:5]1[CH:10]=[C:9]([C:11]#[N:12])[C:8](Br)=[C:7]([C:14]#[N:15])[C:6]=1[O:16]C(=O)C)(=O)C.[C:20]1(B(O)O)[C:28]2[C:23](=[CH:24][CH:25]=[CH:26][CH:27]=2)[CH2:22][CH:21]=1, predict the reaction product. The product is: [OH:16][C:6]1[C:5]([OH:4])=[CH:10][C:9]([C:11]#[N:12])=[C:8]([C:22]2[C:23]3[C:28](=[CH:27][CH:26]=[CH:25][CH:24]=3)[CH2:20][CH:21]=2)[C:7]=1[C:14]#[N:15]. (3) Given the reactants Br[C:2]1[CH:3]=[C:4]2[C:10]([C:11]3[CH:16]=[CH:15][C:14]([OH:17])=[CH:13][CH:12]=3)=[C:9]([C:18]3[CH:23]=[CH:22][CH:21]=[CH:20][CH:19]=3)[NH:8][C:5]2=[N:6][CH:7]=1.[CH3:24][N:25](C)C=O, predict the reaction product. The product is: [OH:17][C:14]1[CH:15]=[CH:16][C:11]([C:10]2[C:4]3[C:5](=[N:6][CH:7]=[C:2]([C:24]#[N:25])[CH:3]=3)[NH:8][C:9]=2[C:18]2[CH:23]=[CH:22][CH:21]=[CH:20][CH:19]=2)=[CH:12][CH:13]=1. (4) The product is: [NH2:16][C:2]([CH3:15])([CH3:1])[CH2:3][CH2:4][S:5]([O:8][C:9]1[CH:14]=[CH:13][CH:12]=[CH:11][CH:10]=1)(=[O:7])=[O:6]. Given the reactants [CH3:1][C:2]([N+:16]([O-])=O)([CH3:15])[CH2:3][CH2:4][S:5]([O:8][C:9]1[CH:14]=[CH:13][CH:12]=[CH:11][CH:10]=1)(=[O:7])=[O:6], predict the reaction product. (5) Given the reactants [Br:1][C:2]1[CH:13]=[CH:12][C:11]([Cl:14])=[CH:10][C:3]=1[CH2:4][C:5]1[N:6]=[N:7][NH:8][N:9]=1.[CH2:15](N(CC)CC)C, predict the reaction product. The product is: [Br:1][C:2]1[CH:13]=[CH:12][C:11]([Cl:14])=[CH:10][C:3]=1[CH2:4][C:5]1[N:6]=[N:7][N:8]([CH3:15])[N:9]=1. (6) Given the reactants [F:1][C:2]1[CH:7]=[CH:6][C:5]([C:8]2[N:13]=[C:12]([N:14]3[CH2:19][CH2:18][CH:17]([CH2:20][CH2:21]O)[CH2:16][CH2:15]3)[CH:11]=[CH:10][CH:9]=2)=[CH:4][CH:3]=1.C1(P(C2C=CC=CC=2)C2C=CC=CC=2)C=CC=CC=1.[C:42]1(=[O:52])[NH:46][C:45](=[O:47])[C:44]2=[CH:48][CH:49]=[CH:50][CH:51]=[C:43]12.N(C(OC(C)C)=O)=NC(OC(C)C)=O, predict the reaction product. The product is: [F:1][C:2]1[CH:3]=[CH:4][C:5]([C:8]2[N:13]=[C:12]([N:14]3[CH2:15][CH2:16][CH:17]([CH2:20][CH2:21][N:46]4[C:42](=[O:52])[C:43]5[C:44](=[CH:48][CH:49]=[CH:50][CH:51]=5)[C:45]4=[O:47])[CH2:18][CH2:19]3)[CH:11]=[CH:10][CH:9]=2)=[CH:6][CH:7]=1. (7) The product is: [F:6][C@H:7]1[CH2:24][C@@:22]2([CH3:23])[C@@H:18]([CH2:19][CH2:20][C:21]2=[O:25])[C@H:17]2[C@H:8]1[C@@H:9]1[C:14]([CH2:15][C@H:16]2[CH3:27])=[CH:13][C:12](=[O:26])[CH2:11][CH2:10]1. Given the reactants [Br-].[Li+].C[Mg]Br.[F:6][C@H:7]1[CH2:24][C@@:22]2([CH3:23])[C@@H:18]([CH2:19][CH2:20][C:21]2=[O:25])[C@H:17]2[C@H:8]1[C@@H:9]1[C:14]([CH:15]=[CH:16]2)=[CH:13][C:12](=[O:26])[CH2:11][CH2:10]1.[CH3:27][Si](Cl)(C)C, predict the reaction product. (8) Given the reactants [Cl:1][C:2]1[C:7]([F:8])=[CH:6][C:5]([C@H:9]2[CH2:14][C@H:13]([C:15]3[O:19][NH:18][C:17](=[O:20])[CH:16]=3)[CH2:12][CH2:11][N:10]2C(OC)=O)=[CH:4][C:3]=1[F:25].Br, predict the reaction product. The product is: [Cl:1][C:2]1[C:7]([F:8])=[CH:6][C:5]([C@H:9]2[CH2:14][C@H:13]([C:15]3[O:19][NH:18][C:17](=[O:20])[CH:16]=3)[CH2:12][CH2:11][NH:10]2)=[CH:4][C:3]=1[F:25]. (9) Given the reactants [F:1][C:2]1[CH:3]=[C:4]([O:15][CH2:16][CH2:17][O:18][CH3:19])[C:5]([O:10][CH2:11][CH2:12][O:13][CH3:14])=[C:6]([CH2:8]O)[CH:7]=1.N1C=CC=CC=1.S(Cl)([Cl:28])=O.O, predict the reaction product. The product is: [Cl:28][CH2:8][C:6]1[CH:7]=[C:2]([F:1])[CH:3]=[C:4]([O:15][CH2:16][CH2:17][O:18][CH3:19])[C:5]=1[O:10][CH2:11][CH2:12][O:13][CH3:14]. (10) Given the reactants COCCO[AlH2-]OCCOC.[Na+].C([O:15][C:16]([C:18]1[N:19]=[C:20]([C:27]2[CH:32]=[C:31]([O:33][C:34]3[CH:55]=[CH:54][C:37]4[N:38]([CH3:53])[C:39]([NH:41][C:42]5[CH:47]=[C:46]([C:48]([F:51])([F:50])[F:49])[CH:45]=[CH:44][C:43]=5[F:52])=[N:40][C:36]=4[CH:35]=3)[CH:30]=[CH:29][N:28]=2)[NH:21][C:22]=1[C:23]([F:26])([F:25])[F:24])=O)C, predict the reaction product. The product is: [F:52][C:43]1[CH:44]=[CH:45][C:46]([C:48]([F:51])([F:50])[F:49])=[CH:47][C:42]=1[NH:41][C:39]1[N:38]([CH3:53])[C:37]2[CH:54]=[CH:55][C:34]([O:33][C:31]3[CH:30]=[CH:29][N:28]=[C:27]([C:20]4[NH:21][C:22]([C:23]([F:26])([F:24])[F:25])=[C:18]([CH2:16][OH:15])[N:19]=4)[CH:32]=3)=[CH:35][C:36]=2[N:40]=1.